This data is from Full USPTO retrosynthesis dataset with 1.9M reactions from patents (1976-2016). The task is: Predict the reactants needed to synthesize the given product. (1) The reactants are: Br[C:2]1[CH:3]=[C:4]([CH:7]=[CH:8][CH:9]=1)[C:5]#[N:6].[NH:10]1[CH2:15][CH2:14][NH:13][CH2:12][CH2:11]1.CC(C)([O-])C.[Na+].C1(P(C2C=CC=CC=2)C2C=CC3C(=CC=CC=3)C=2C2C3C(=CC=CC=3)C=CC=2P(C2C=CC=CC=2)C2C=CC=CC=2)C=CC=CC=1. Given the product [C:5]([C:4]1[CH:3]=[C:2]([N:10]2[CH2:15][CH2:14][NH:13][CH2:12][CH2:11]2)[CH:9]=[CH:8][CH:7]=1)#[N:6], predict the reactants needed to synthesize it. (2) Given the product [F:15][C:6]1[CH:5]=[C:4]([CH2:1][CH2:2][CH3:3])[C:13]([OH:14])=[C:12]2[C:7]=1[CH:8]=[CH:9][CH:10]=[N:11]2, predict the reactants needed to synthesize it. The reactants are: [CH2:1]([C:4]1[C:13]([OH:14])=[C:12]2[C:7]([CH:8]=[CH:9][CH:10]=[N:11]2)=[C:6]([F:15])[CH:5]=1)[CH:2]=[CH2:3].[H][H].